Dataset: Full USPTO retrosynthesis dataset with 1.9M reactions from patents (1976-2016). Task: Predict the reactants needed to synthesize the given product. (1) Given the product [CH3:25][C:6]1[CH:7]=[C:8]([C:12]2[NH:21][C:20](=[O:22])[C:19]3[C:14](=[CH:15][CH:16]=[C:17]([O:23][CH3:24])[CH:18]=3)[N:13]=2)[CH:9]=[C:10]([CH3:11])[C:5]=1[O:4][CH2:3][CH2:2][N:26]1[CH2:30][CH2:29][CH2:28][CH2:27]1, predict the reactants needed to synthesize it. The reactants are: Br[CH2:2][CH2:3][O:4][C:5]1[C:10]([CH3:11])=[CH:9][C:8]([C:12]2[NH:21][C:20](=[O:22])[C:19]3[C:14](=[CH:15][CH:16]=[C:17]([O:23][CH3:24])[CH:18]=3)[N:13]=2)=[CH:7][C:6]=1[CH3:25].[NH:26]1[CH2:30][CH2:29][CH2:28][CH2:27]1. (2) The reactants are: C(OC([N:8]([CH2:42][CH3:43])[C:9]1[C:10]([CH2:37][O:38]C(=O)C)=[N:11][CH:12]=[C:13]([C:15]2[CH:24]=[CH:23][C:22]3[N:21]=[CH:20][C:19]4[N:25]([CH3:36])[C:26](=[O:35])[N:27]([C:28]5[C:29]([CH3:34])=[N:30][N:31]([CH3:33])[CH:32]=5)[C:18]=4[C:17]=3[CH:16]=2)[CH:14]=1)=O)(C)(C)C.[Li+].[OH-]. Given the product [CH3:33][N:31]1[CH:32]=[C:28]([N:27]2[C:18]3[C:17]4[CH:16]=[C:15]([C:13]5[CH:12]=[N:11][C:10]([CH2:37][OH:38])=[C:9]([NH:8][CH2:42][CH3:43])[CH:14]=5)[CH:24]=[CH:23][C:22]=4[N:21]=[CH:20][C:19]=3[N:25]([CH3:36])[C:26]2=[O:35])[C:29]([CH3:34])=[N:30]1, predict the reactants needed to synthesize it. (3) Given the product [C:25]([O:24][C:22]([N:29]1[CH2:34][CH2:33][N:32]([CH2:20][CH2:19][CH2:18][S:15](=[O:17])(=[O:16])[NH:14][CH:1]([C:8]2[CH:13]=[CH:12][CH:11]=[CH:10][CH:9]=2)[C:2]2[CH:7]=[CH:6][CH:5]=[CH:4][CH:3]=2)[CH2:31][CH2:30]1)=[O:23])([CH3:28])([CH3:26])[CH3:27], predict the reactants needed to synthesize it. The reactants are: [CH:1]([NH:14][S:15]([CH2:18][CH2:19][CH2:20]Cl)(=[O:17])=[O:16])([C:8]1[CH:13]=[CH:12][CH:11]=[CH:10][CH:9]=1)[C:2]1[CH:7]=[CH:6][CH:5]=[CH:4][CH:3]=1.[C:22]([N:29]1[CH2:34][CH2:33][NH:32][CH2:31][CH2:30]1)([O:24][C:25]([CH3:28])([CH3:27])[CH3:26])=[O:23].C(N(CC)CC)C. (4) The reactants are: [Br:1][C:2]1[CH:17]=[C:16]([Cl:18])[CH:15]=[CH:14][C:3]=1[CH2:4][O:5][C:6]1[CH:11]=[C:10](Cl)[N:9]=[C:8]([NH2:13])[N:7]=1.[CH2:19]1[C:23]2([CH2:28][CH2:27][NH:26][CH2:25][CH2:24]2)[CH2:22][C@@H:21]([C:29]([O:31][CH2:32][CH3:33])=[O:30])[N:20]1[C:34]([O:36][CH2:37][C:38]1[CH:43]=[CH:42][CH:41]=[CH:40][CH:39]=1)=[O:35].C([O-])(O)=O.[Na+]. Given the product [NH2:13][C:8]1[N:9]=[C:10]([N:26]2[CH2:25][CH2:24][C:23]3([CH2:19][N:20]([C:34]([O:36][CH2:37][C:38]4[CH:39]=[CH:40][CH:41]=[CH:42][CH:43]=4)=[O:35])[C@H:21]([C:29]([O:31][CH2:32][CH3:33])=[O:30])[CH2:22]3)[CH2:28][CH2:27]2)[CH:11]=[C:6]([O:5][CH2:4][C:3]2[CH:14]=[CH:15][C:16]([Cl:18])=[CH:17][C:2]=2[Br:1])[N:7]=1, predict the reactants needed to synthesize it. (5) Given the product [CH3:1][C@@H:2]1[O:6][S:5](=[O:16])(=[O:7])[N:4]([C:8]([O:10][C:11]([CH3:13])([CH3:12])[CH3:14])=[O:9])[CH2:3]1, predict the reactants needed to synthesize it. The reactants are: [CH3:1][C@@H:2]1[O:6][S:5](=[O:7])[N:4]([C:8]([O:10][C:11]([CH3:14])([CH3:13])[CH3:12])=[O:9])[CH2:3]1.I([O-])(=O)(=O)=[O:16].[Na+]. (6) Given the product [C:14]1([C:24]2[CH:29]=[CH:28][CH:27]=[CH:26][CH:25]=2)[CH:19]=[CH:18][CH:17]=[CH:16][C:15]=1[S:20]([N:11]1[CH2:12][CH2:13][CH:8]([N:5]2[CH2:6][CH2:7][CH:2]([CH3:1])[CH2:3][CH2:4]2)[CH2:9][CH2:10]1)(=[O:21])=[O:22], predict the reactants needed to synthesize it. The reactants are: [CH3:1][CH:2]1[CH2:7][CH2:6][N:5]([CH:8]2[CH2:13][CH2:12][NH:11][CH2:10][CH2:9]2)[CH2:4][CH2:3]1.[C:14]1([C:24]2[CH:29]=[CH:28][CH:27]=[CH:26][CH:25]=2)[C:15]([S:20](Cl)(=[O:22])=[O:21])=[CH:16][CH:17]=[CH:18][CH:19]=1. (7) Given the product [CH3:8][O:9][C:10]1[CH:19]=[CH:18][C:17]([CH2:20][N:1]2[CH:5]=[N:4][N:3]=[N:2]2)=[CH:16][C:11]=1[C:12]([O:14][CH3:15])=[O:13], predict the reactants needed to synthesize it. The reactants are: [NH:1]1[CH:5]=[N:4][N:3]=[N:2]1.[H-].[Na+].[CH3:8][O:9][C:10]1[CH:19]=[CH:18][C:17]([CH2:20]Cl)=[CH:16][C:11]=1[C:12]([O:14][CH3:15])=[O:13].CCCCCC.C(OCC)(=O)C. (8) Given the product [CH3:1][C:2]1([CH3:30])[CH2:7][CH2:6][C:5]([C:8]2[CH:43]=[C:10]([C:24]3([N:36]4[CH2:37][CH2:38][N:33]([CH2:31][CH3:32])[CH2:34][CH2:35]4)[CH2:25][CH2:26][CH2:27][CH2:28]3)[CH:11]=[CH:12][C:13]=2[NH:14][C:15]([C:17]2[NH:23][CH:22]=[C:20]([C:19]#[N:18])[N:21]=2)=[O:16])=[CH:4][CH2:3]1, predict the reactants needed to synthesize it. The reactants are: [CH3:1][C:2]1([CH3:30])[CH2:7][CH2:6][C:5]([C:8]2[C:13]([NH:14][C:15]([C:17]3[NH:18][CH:19]=[C:20]([C:22]#[N:23])[N:21]=3)=[O:16])=[CH:12][CH:11]=[C:10]([C:24]3(O)[CH2:28][CH2:27][CH2:26][CH2:25]3)N=2)=[CH:4][CH2:3]1.[CH2:31]([N:33]1[CH2:38][CH2:37][NH:36][CH2:35][CH2:34]1)[CH3:32].S(Cl)(Cl)=O.[CH2:43](Cl)Cl. (9) Given the product [Cl:28][C:7]1[C:6]([C:4]([O:3][CH2:1][CH3:2])=[O:5])=[C:11]([CH3:12])[N:10]=[C:9]([S:13][CH3:14])[N:8]=1, predict the reactants needed to synthesize it. The reactants are: [CH2:1]([O:3][C:4]([C:6]1[C:7](O)=[N:8][C:9]([S:13][CH3:14])=[N:10][C:11]=1[CH3:12])=[O:5])[CH3:2].C(N(CC)C(C)C)(C)C.O.O=P(Cl)(Cl)[Cl:28]. (10) Given the product [CH2:29]([O:20][C:5]1[CH:4]=[CH:3][C:2]([F:1])=[CH:7][C:6]=1[C:8]1[CH:13]=[CH:12][CH:11]=[CH:10][C:9]=1[C:14]1[CH:15]=[CH:16][CH:17]=[CH:18][CH:19]=1)[CH:28]=[CH2:27], predict the reactants needed to synthesize it. The reactants are: [F:1][C:2]1[CH:7]=[C:6]([C:8]2[CH:13]=[CH:12][CH:11]=[CH:10][C:9]=2[C:14]2[CH:19]=[CH:18][CH:17]=[CH:16][CH:15]=2)[C:5]([OH:20])=[CH:4][CH:3]=1.C(=O)([O-])[O-].[K+].[K+].[CH2:27](Br)[CH:28]=[CH2:29].